From a dataset of Catalyst prediction with 721,799 reactions and 888 catalyst types from USPTO. Predict which catalyst facilitates the given reaction. (1) Reactant: [O:1]1CCC[O:3][CH:2]1[CH2:7][CH2:8][C:9]([C:11]1[C:12](=[O:36])[N:13]([CH3:35])[C:14]2[C:19]([C:20]=1[OH:21])=[CH:18][CH:17]=[C:16]([C:22]1[CH:34]=[CH:33][C:25]([C:26]([O:28]C(C)(C)C)=[O:27])=[CH:24][CH:23]=1)[CH:15]=2)=[O:10].C(OC(C1C=CC(C2C=C3C(C(O)=C(C(OC)=O)C(=O)N3C)=CC=2)=CC=1)=O)(C)(C)C.[H-].[Na+]. Product: [C:2]([CH2:7][CH2:8][C:9]([C:11]1[C:12](=[O:36])[N:13]([CH3:35])[C:14]2[C:19]([C:20]=1[OH:21])=[CH:18][CH:17]=[C:16]([C:22]1[CH:23]=[CH:24][C:25]([C:26]([OH:28])=[O:27])=[CH:33][CH:34]=1)[CH:15]=2)=[O:10])([OH:3])=[O:1]. The catalyst class is: 49. (2) Reactant: [C:1]1([C@@H:7]([N:9]=[C:10]([CH3:15])[C:11]([F:14])([F:13])[F:12])[CH3:8])[CH:6]=[CH:5][CH:4]=[CH:3][CH:2]=1.C1CCN2C(=NCCC2)CC1. Product: [C:1]1([C:7](=[N:9][C@H:10]([CH3:15])[C:11]([F:12])([F:13])[F:14])[CH3:8])[CH:2]=[CH:3][CH:4]=[CH:5][CH:6]=1. The catalyst class is: 11. (3) Reactant: C(OC(=O)[NH:7][C:8]1[CH:13]=[C:12]([Cl:14])[C:11]([O:15][CH3:16])=[CH:10][C:9]=1[CH2:17][CH:18]([OH:23])[CH:19]([CH3:22])[CH2:20][CH3:21])(C)(C)C.FC(F)(F)C(O)=O. Product: [NH2:7][C:8]1[CH:13]=[C:12]([Cl:14])[C:11]([O:15][CH3:16])=[CH:10][C:9]=1[CH2:17][CH:18]([OH:23])[CH:19]([CH3:22])[CH2:20][CH3:21]. The catalyst class is: 4. (4) Reactant: C[O:2][C:3](=[O:41])[C:4]1[CH:9]=[CH:8][CH:7]=[C:6]([O:10][CH2:11][CH2:12][CH2:13][N:14]([CH2:29][C:30]2[CH:35]=[CH:34][CH:33]=[C:32]([C:36]([F:39])([F:38])[F:37])[C:31]=2[Cl:40])[CH2:15][CH:16]([C:23]2[CH:28]=[CH:27][CH:26]=[CH:25][CH:24]=2)[C:17]2[CH:22]=[CH:21][CH:20]=[CH:19][CH:18]=2)[CH:5]=1.O[Li].O. Product: [ClH:40].[Cl:40][C:31]1[C:32]([C:36]([F:37])([F:38])[F:39])=[CH:33][CH:34]=[CH:35][C:30]=1[CH2:29][N:14]([CH2:15][CH:16]([C:17]1[CH:18]=[CH:19][CH:20]=[CH:21][CH:22]=1)[C:23]1[CH:28]=[CH:27][CH:26]=[CH:25][CH:24]=1)[CH2:13][CH2:12][CH2:11][O:10][C:6]1[CH:5]=[C:4]([CH:9]=[CH:8][CH:7]=1)[C:3]([OH:41])=[O:2]. The catalyst class is: 20. (5) Reactant: C(=O)([O-])[O-].[K+].[K+].[F:7][C:8]1[CH:9]=[C:10]([CH:13]=[C:14]([F:18])[C:15]=1[O:16][CH3:17])[CH2:11]Br.[O:19]=[C:20]1[NH:25][C:24]2[CH:26]=[C:27]([C:29]3[CH:34]=[CH:33][CH:32]=[CH:31][CH:30]=3)[S:28][C:23]=2[C:22](=[O:35])[N:21]1[CH:36]1[CH2:41][CH2:40][N:39]([C:42]([O:44][C:45]([CH3:48])([CH3:47])[CH3:46])=[O:43])[CH2:38][CH2:37]1. Product: [F:7][C:8]1[CH:9]=[C:10]([CH:13]=[C:14]([F:18])[C:15]=1[O:16][CH3:17])[CH2:11][N:25]1[C:24]2[CH:26]=[C:27]([C:29]3[CH:34]=[CH:33][CH:32]=[CH:31][CH:30]=3)[S:28][C:23]=2[C:22](=[O:35])[N:21]([CH:36]2[CH2:41][CH2:40][N:39]([C:42]([O:44][C:45]([CH3:47])([CH3:46])[CH3:48])=[O:43])[CH2:38][CH2:37]2)[C:20]1=[O:19]. The catalyst class is: 3. (6) Reactant: [CH3:1][O:2][C:3]1[CH:4]=[C:5]2[C:10](=[CH:11][CH:12]=1)[CH:9]=[N:8][CH:7]=[CH:6]2.[F:13][C:14]([F:20])([F:19])[CH2:15][CH2:16][CH2:17]I.[OH-].[Na+].[O-][O-].[Na+].[Na+]. Product: [CH3:1][O:2][C:3]1[CH:4]=[C:5]2[C:10](=[CH:11][CH:12]=1)[CH:9]=[N:8][CH:7]=[C:6]2[CH2:17][CH2:16][CH2:15][C:14]([F:20])([F:19])[F:13]. The catalyst class is: 217. (7) Product: [CH3:1][O:2][C:3]1[CH:4]=[C:5]([CH:9]2[CH2:14][CH2:13][CH2:12][CH2:11][C:10]2=[N:17][OH:18])[CH:6]=[CH:7][CH:8]=1. The catalyst class is: 14. Reactant: [CH3:1][O:2][C:3]1[CH:4]=[C:5]([CH:9]2[CH2:14][CH2:13][CH2:12][CH2:11][C:10]2=O)[CH:6]=[CH:7][CH:8]=1.Cl.[NH2:17][OH:18].C([O-])(=O)C.[Na+].O. (8) The catalyst class is: 8. Reactant: [CH3:1][S:2]([OH:5])(=[O:4])=[O:3].[OH:6][C:7]1[CH:30]=[C:29]([O:31][CH2:32][CH2:33][N:34]2[CH2:39][CH2:38][O:37][CH2:36][CH2:35]2)[CH:28]=[CH:27][C:8]=1[C:9]([NH:11][C:12]1[CH:20]=[C:19]([C:21]2[CH:26]=[CH:25][CH:24]=[CH:23][CH:22]=2)[CH:18]=[CH:17][C:13]=1[C:14]([OH:16])=[O:15])=[O:10]. Product: [CH3:1][S:2]([OH:5])(=[O:4])=[O:3].[OH:6][C:7]1[CH:30]=[C:29]([O:31][CH2:32][CH2:33][N:34]2[CH2:39][CH2:38][O:37][CH2:36][CH2:35]2)[CH:28]=[CH:27][C:8]=1[C:9]([NH:11][C:12]1[CH:20]=[C:19]([C:21]2[CH:22]=[CH:23][CH:24]=[CH:25][CH:26]=2)[CH:18]=[CH:17][C:13]=1[C:14]([OH:16])=[O:15])=[O:10].